The task is: Predict the reactants needed to synthesize the given product.. This data is from Full USPTO retrosynthesis dataset with 1.9M reactions from patents (1976-2016). (1) Given the product [CH3:1][NH:3][P:11]1[O:16][C:15]2[CH:17]=[CH:18][CH:19]=[C:20]3[CH:21]=[CH:22][CH:23]=[C:13]([C:14]=23)[O:12]1, predict the reactants needed to synthesize it. The reactants are: [CH2:1]([N:3](CC)CC)C.CN.Cl[P:11]1[O:16][C:15]2[CH:17]=[CH:18][CH:19]=[C:20]3[CH:21]=[CH:22][CH:23]=[C:13]([C:14]=23)[O:12]1.CCCCCC. (2) Given the product [NH2:22][C@@H:4]([CH2:3][CH:2]([CH3:30])[CH3:1])[CH2:5][O:6][C:7]1[CH:8]=[CH:9][C:10]2[C:20]3[C:15](=[C:16]([CH3:21])[N:17]=[CH:18][CH:19]=3)[C:14](=[O:32])[O:13][C:11]=2[CH:12]=1, predict the reactants needed to synthesize it. The reactants are: [CH3:1][CH:2]([CH3:30])[CH2:3][C@H:4]([NH:22]C(=O)OC(C)(C)C)[CH2:5][O:6][C:7]1[CH:8]=[CH:9][C:10]2[C:20]3[C:15](=[C:16]([CH3:21])[N:17]=[CH:18][CH:19]=3)[CH2:14][O:13][C:11]=2[CH:12]=1.C(O)(C(F)(F)F)=[O:32].C([O-])(O)=O.[Na+].